This data is from Reaction yield outcomes from USPTO patents with 853,638 reactions. The task is: Predict the reaction yield, written as a fraction of the theoretical maximum amount of product (1.0 means a 100% yield; for example, 0.34 means a 34% yield). (1) The reactants are [Cl:1][C:2]1[CH:3]=[C:4]([C@@:9]23[CH2:14][C@@H:13]2[CH2:12][C:11](=O)[CH2:10]3)[CH:5]=[CH:6][C:7]=1[Cl:8].C([O-])(=O)C.[NH4+].C([BH3-])#[N:22].[Na+].C(OCC)(=O)C.CO.C(N(CC)CC)C. The catalyst is CO. The product is [Cl:1][C:2]1[CH:3]=[C:4]([C@@:9]23[CH2:14][C@@H:13]2[CH2:12][CH:11]([NH2:22])[CH2:10]3)[CH:5]=[CH:6][C:7]=1[Cl:8]. The yield is 0.990. (2) The reactants are [CH:1]([N:4]1[C:8]([C:9]2[S:10][C:11]3[CH2:12][CH2:13][O:14][C:15]4[CH:22]=[CH:21][C:20]([CH:23]5[CH2:26][N:25]([CH2:27][CH2:28][O:29]C6CCCCO6)[CH2:24]5)=[CH:19][C:16]=4[C:17]=3[N:18]=2)=[N:7][CH:6]=[N:5]1)([CH3:3])[CH3:2].Cl.O1CCOCC1. The catalyst is CO.C(Cl)Cl. The product is [CH:1]([N:4]1[C:8]([C:9]2[S:10][C:11]3[CH2:12][CH2:13][O:14][C:15]4[CH:22]=[CH:21][C:20]([CH:23]5[CH2:24][N:25]([CH2:27][CH2:28][OH:29])[CH2:26]5)=[CH:19][C:16]=4[C:17]=3[N:18]=2)=[N:7][CH:6]=[N:5]1)([CH3:3])[CH3:2]. The yield is 0.320. (3) The reactants are [Si:1]([O:8][CH2:9][C@@H:10]1[CH2:14][C@@H:13]([N:15]2[C:19]3[N:20]=[CH:21][N:22]=[C:23]([NH:24][C@@H:25]4[C:33]5[C:28](=[CH:29][CH:30]=[CH:31][CH:32]=5)[CH2:27][CH2:26]4)[C:18]=3[CH:17]=[CH:16]2)[C@H:12]([OH:34])[C@@H:11]1[OH:35])([C:4]([CH3:7])([CH3:6])[CH3:5])([CH3:3])[CH3:2].[C:36](N1C=CN=C1)(N1C=CN=C1)=[S:37]. The catalyst is CN(C=O)C. The product is [Si:1]([O:8][CH2:9][C@H:10]1[C@@H:11]2[C@@H:12]([O:34][C:36](=[S:37])[O:35]2)[C@H:13]([N:15]2[C:19]3[N:20]=[CH:21][N:22]=[C:23]([NH:24][C@@H:25]4[C:33]5[C:28](=[CH:29][CH:30]=[CH:31][CH:32]=5)[CH2:27][CH2:26]4)[C:18]=3[CH:17]=[CH:16]2)[CH2:14]1)([C:4]([CH3:7])([CH3:5])[CH3:6])([CH3:2])[CH3:3]. The yield is 0.810. (4) The reactants are [Cl:1][C:2]1[NH:3][C:4]2[C:9]([C:10]=1[CH:11]=[O:12])=[CH:8][CH:7]=[CH:6][CH:5]=2.[C:13]([C:17]1[CH:22]=[CH:21][C:20](B(O)O)=[CH:19][CH:18]=1)([CH3:16])([CH3:15])[CH3:14].N1C=CC=CC=1. The catalyst is ClCCl.C([O-])(=O)C.[Cu+2].C([O-])(=O)C. The product is [C:13]([C:17]1[CH:22]=[CH:21][C:20]([N:3]2[C:4]3[C:9](=[CH:8][CH:7]=[CH:6][CH:5]=3)[C:10]([CH:11]=[O:12])=[C:2]2[Cl:1])=[CH:19][CH:18]=1)([CH3:16])([CH3:15])[CH3:14]. The yield is 0.810. (5) The reactants are Br[CH2:2][C:3]1[CH:8]=[CH:7][C:6]([O:9][CH3:10])=[CH:5][C:4]=1[CH2:11]Br.[OH-].[Na+].C1(C)C=CC=CC=1.[CH2:22]([NH2:29])[C:23]1[CH:28]=[CH:27][CH:26]=[CH:25][CH:24]=1. The product is [CH2:22]([N:29]1[CH2:11][C:4]2[C:3](=[CH:8][CH:7]=[C:6]([O:9][CH3:10])[CH:5]=2)[CH2:2]1)[C:23]1[CH:28]=[CH:27][CH:26]=[CH:25][CH:24]=1. The yield is 0.710. The catalyst is [Cl-].C([N+](CC)(CC)CC)C1C=CC=CC=1.C(OCC)(=O)C.